Task: Regression. Given a peptide amino acid sequence and an MHC pseudo amino acid sequence, predict their binding affinity value. This is MHC class II binding data.. Dataset: Peptide-MHC class II binding affinity with 134,281 pairs from IEDB (1) The peptide sequence is VKGDPVGILYAVFKA. The MHC is DRB1_1101 with pseudo-sequence DRB1_1101. The binding affinity (normalized) is 0.649. (2) The peptide sequence is YRKLKREITFHGAKE. The MHC is DRB1_0802 with pseudo-sequence DRB1_0802. The binding affinity (normalized) is 0.644. (3) The peptide sequence is ANMWSLMYFHKRDMR. The MHC is HLA-DQA10501-DQB10402 with pseudo-sequence HLA-DQA10501-DQB10402. The binding affinity (normalized) is 0.723.